From a dataset of Reaction yield outcomes from USPTO patents with 853,638 reactions. Predict the reaction yield, written as a fraction of the theoretical maximum amount of product (1.0 means a 100% yield; for example, 0.34 means a 34% yield). (1) The reactants are [C:1]1([C:7]2([C:23]3[CH:28]=[CH:27][CH:26]=[CH:25][CH:24]=3)[CH2:12][CH2:11][N:10]([CH2:13][CH2:14][CH2:15][NH:16][C:17](=[O:22])[CH2:18][C:19]([CH3:21])=O)[CH2:9][CH2:8]2)[CH:6]=[CH:5][CH:4]=[CH:3][CH:2]=1.[NH2:29]/[C:30](/[CH3:36])=[CH:31]\[C:32]([O:34][CH3:35])=[O:33].[N+:37]([C:40]1[CH:47]=[CH:46][C:43]([CH:44]=O)=[CH:42][CH:41]=1)([O-:39])=[O:38]. The catalyst is C(O)(C)C. The product is [CH3:35][O:34][C:32]([C:31]1[CH:44]([C:43]2[CH:46]=[CH:47][C:40]([N+:37]([O-:39])=[O:38])=[CH:41][CH:42]=2)[C:18]([C:17]([NH:16][CH2:15][CH2:14][CH2:13][N:10]2[CH2:9][CH2:8][C:7]([C:1]3[CH:6]=[CH:5][CH:4]=[CH:3][CH:2]=3)([C:23]3[CH:24]=[CH:25][CH:26]=[CH:27][CH:28]=3)[CH2:12][CH2:11]2)=[O:22])=[C:19]([CH3:21])[NH:29][C:30]=1[CH3:36])=[O:33]. The yield is 0.250. (2) The catalyst is CN(C=O)C.Cl[Pd](Cl)([P](C1C=CC=CC=1)(C1C=CC=CC=1)C1C=CC=CC=1)[P](C1C=CC=CC=1)(C1C=CC=CC=1)C1C=CC=CC=1. The product is [C:15]([C:14]1[CH:17]=[CH:18][C:11]([C:8]2[N:6]3[CH:7]=[C:2]([C:20]4[CH:30]=[CH:29][C:23]([C:24]([O:26][CH3:27])=[O:25])=[CH:22][N:21]=4)[N:3]=[CH:4][C:5]3=[N:10][CH:9]=2)=[CH:12][CH:13]=1)#[N:16]. The yield is 0.480. The reactants are Br[C:2]1[N:3]=[CH:4][C:5]2[N:6]([C:8]([C:11]3[CH:18]=[CH:17][C:14]([C:15]#[N:16])=[CH:13][CH:12]=3)=[CH:9][N:10]=2)[CH:7]=1.Br[C:20]1[CH:30]=[CH:29][C:23]([C:24]([O:26][CH2:27]C)=[O:25])=[CH:22][N:21]=1.C[Sn](C)C.C[Sn](C)C. (3) The reactants are Cl[C:2]1[N:7]=[C:6]([O:8][CH3:9])[CH:5]=[CH:4][N:3]=1.[CH3:10][N:11](C=O)C. The catalyst is CCOC(C)=O.[C-]#N.[Zn+2].[C-]#N. The product is [CH3:9][O:8][C:6]1[CH:5]=[CH:4][N:3]=[C:2]([C:10]#[N:11])[N:7]=1. The yield is 0.500. (4) The reactants are [Br:1][C:2]1[CH:7]=[CH:6][C:5]([OH:8])=[C:4]([F:9])[CH:3]=1.[CH2:10]1N2CN3CN(C2)CN1C3.[OH2:20].S(=O)(=O)(O)O. The catalyst is FC(F)(F)C(O)=O. The product is [Br:1][C:2]1[CH:3]=[C:4]([F:9])[C:5]([OH:8])=[C:6]([CH:7]=1)[CH:10]=[O:20]. The yield is 0.430. (5) The reactants are [CH2:1]([O:3][C:4](=[O:20])[CH2:5][S:6]([C:9]1[CH:14]=[CH:13][C:12]([O:15][CH2:16][C:17]#[C:18][CH3:19])=[CH:11][CH:10]=1)(=[O:8])=[O:7])[CH3:2].C(=O)([O-])[O-].[K+].[K+].[CH2:27]1O[CH2:31][CH2:30][O:29][CH2:28][CH2:27]O[CH2:31][CH2:30][O:29][CH2:28][CH2:27]O[CH2:31][CH2:30][O:29][CH2:28]1.ClCCOCCCl. The catalyst is [Br-].C([N+](CCCC)(CCCC)CCCC)CCC.C(C(C)=O)C. The product is [CH2:16]([O:15][C:12]1[CH:11]=[CH:10][C:9]([S:6]([C:5]2([C:4]([O:3][CH2:1][CH3:2])=[O:20])[CH2:31][CH2:30][O:29][CH2:28][CH2:27]2)(=[O:7])=[O:8])=[CH:14][CH:13]=1)[C:17]#[C:18][CH3:19]. The yield is 0.800.